Dataset: Reaction yield outcomes from USPTO patents with 853,638 reactions. Task: Predict the reaction yield, written as a fraction of the theoretical maximum amount of product (1.0 means a 100% yield; for example, 0.34 means a 34% yield). (1) The reactants are [C:1]([O:9][C:10]1[CH:11]=[C:12]([CH:15]=[CH:16][C:17]=1F)[CH2:13][Br:14])(=[O:8])[C:2]1[CH:7]=[CH:6][CH:5]=[CH:4][CH:3]=1.C(OC1C=C(C)C=CC=1[Cl:34])(=O)C1C=CC=CC=1.C1C(=O)N(Br)C(=O)C1. The catalyst is C(Cl)(Cl)(Cl)Cl.C(OOC(=O)C1C=CC=CC=1)(=O)C1C=CC=CC=1. The product is [C:1]([O:9][C:10]1[CH:11]=[C:12]([CH:15]=[CH:16][C:17]=1[Cl:34])[CH2:13][Br:14])(=[O:8])[C:2]1[CH:7]=[CH:6][CH:5]=[CH:4][CH:3]=1. The yield is 0.620. (2) The reactants are [CH3:1][S:2][CH2:3][CH2:4][CH2:5][NH:6][C:7]([CH:9]1[CH:13]([C:14]2[CH:19]=[CH:18][CH:17]=[C:16]([Cl:20])[CH:15]=2)[C:12]([C:23]2[CH:28]=[CH:27][C:26]([Cl:29])=[CH:25][CH:24]=2)([C:21]#[N:22])[CH:11]([CH2:30][C:31]([CH3:34])([CH3:33])[CH3:32])[NH:10]1)=[O:8].C(O)(=[O:37])C.OO.[OH2:41]. The catalyst is ClCCl.[Zn]. The product is [CH3:1][S:2]([CH2:3][CH2:4][CH2:5][NH:6][C:7]([CH:9]1[CH:13]([C:14]2[CH:19]=[CH:18][CH:17]=[C:16]([Cl:20])[CH:15]=2)[C:12]([C:23]2[CH:28]=[CH:27][C:26]([Cl:29])=[CH:25][CH:24]=2)([C:21]#[N:22])[CH:11]([CH2:30][C:31]([CH3:34])([CH3:33])[CH3:32])[NH:10]1)=[O:8])(=[O:37])=[O:41]. The yield is 0.288. (3) The reactants are [F:1][C:2]([F:46])([F:45])[C:3]1[CH:4]=[C:5]([C@H:13]2[O:17][C:16](=[O:18])[N:15]([CH2:19][C:20]3[C:21]([N:30]([CH2:42][CH3:43])[CH:31]4[CH2:36][CH2:35][N:34]([CH2:37][C:38]([O:40]C)=[O:39])[CH2:33][CH2:32]4)=[N:22][CH:23]=[C:24]([C:26]([F:29])([F:28])[F:27])[CH:25]=3)[C@H:14]2[CH3:44])[CH:6]=[C:7]([C:9]([F:12])([F:11])[F:10])[CH:8]=1.[Li+].[OH-].Cl. The catalyst is C1COCC1.O. The product is [F:12][C:9]([F:10])([F:11])[C:7]1[CH:6]=[C:5]([C@H:13]2[O:17][C:16](=[O:18])[N:15]([CH2:19][C:20]3[C:21]([N:30]([CH2:42][CH3:43])[CH:31]4[CH2:36][CH2:35][N:34]([CH2:37][C:38]([OH:40])=[O:39])[CH2:33][CH2:32]4)=[N:22][CH:23]=[C:24]([C:26]([F:29])([F:27])[F:28])[CH:25]=3)[C@H:14]2[CH3:44])[CH:4]=[C:3]([C:2]([F:46])([F:45])[F:1])[CH:8]=1. The yield is 0.400. (4) The product is [C:90]([O:89][C:87]([N:28]([C@H:18]1[CH2:19][CH2:20][C@@:21]2([CH3:22])[C:16](=[CH:15][CH2:14][C@@H:13]3[C@@H:23]2[CH2:24][CH2:25][C@@:26]2([CH3:27])[C@H:12]3[CH2:11][CH2:10][C@@H:9]2[C@H:7]([CH3:8])[CH2:6][CH2:5][CH2:4][CH:2]([CH3:3])[CH3:1])[CH2:17]1)[CH2:64][CH2:65][CH2:66][CH2:67][C:68]([O:70][CH2:71][CH3:72])=[O:69])=[O:88])([CH3:91])([CH3:92])[CH3:93]. The catalyst is CN(C=O)C. The reactants are [CH3:1][CH:2]([CH2:4][CH2:5][CH2:6][C@H:7]([C@@H:9]1[C@:26]2([CH3:27])[C@H:12]([C@H:13]3[C@H:23]([CH2:24][CH2:25]2)[C@:21]2([CH3:22])[C:16]([CH2:17][C@@H:18]([NH:28]CCCNC(=O)CCNC(=O)CCNC(=O)CCCCCNC4C=CC([N+]([O-])=O)=CC=4[N+]([O-])=O)[CH2:19][CH2:20]2)=[CH:15][CH2:14]3)[CH2:11][CH2:10]1)[CH3:8])[CH3:3].Br[CH2:64][CH2:65][CH2:66][CH2:67][C:68]([O:70][CH2:71][CH3:72])=[O:69].C([O-])([O-])=O.[K+].[K+].CC(OC(O[C:87]([O:89][C:90]([CH3:93])([CH3:92])[CH3:91])=[O:88])=O)(C)C.CCN(C(C)C)C(C)C. The yield is 0.680. (5) The reactants are [Cl:1][C:2]1[CH:3]=[C:4]([C@@H:12]([CH2:33][CH:34]2[CH2:38][CH2:37][CH2:36][CH2:35]2)[C:13]([NH:15][C:16]2[CH:20]=[CH:19][N:18]([CH2:21][C:22]([CH3:32])([O:24][Si](CC)(CC)CC)[CH3:23])[N:17]=2)=[O:14])[CH:5]=[CH:6][C:7]=1[S:8]([CH3:11])(=[O:10])=[O:9].O1CCCC1.C(O)(=O)C. The catalyst is O. The product is [Cl:1][C:2]1[CH:3]=[C:4]([C@@H:12]([CH2:33][CH:34]2[CH2:35][CH2:36][CH2:37][CH2:38]2)[C:13]([NH:15][C:16]2[CH:20]=[CH:19][N:18]([CH2:21][C:22]([OH:24])([CH3:32])[CH3:23])[N:17]=2)=[O:14])[CH:5]=[CH:6][C:7]=1[S:8]([CH3:11])(=[O:9])=[O:10]. The yield is 0.630. (6) The reactants are [Cl:1][C:2]1[CH:3]=[CH:4][C:5]([O:17][CH2:18][CH3:19])=[C:6]([C:8]2[CH:13]=[CH:12][C:11]([CH:14]([NH2:16])[CH3:15])=[CH:10][CH:9]=2)[CH:7]=1.C(N(CC)CC)C.[Cl:27][C:28]1[N:32]([CH3:33])[N:31]=[C:30]([CH3:34])[C:29]=1[S:35](Cl)(=[O:37])=[O:36]. The catalyst is ClCCl. The product is [Cl:1][C:2]1[CH:3]=[CH:4][C:5]([O:17][CH2:18][CH3:19])=[C:6]([C:8]2[CH:13]=[CH:12][C:11]([C@H:14]([NH:16][S:35]([C:29]3[C:30]([CH3:34])=[N:31][N:32]([CH3:33])[C:28]=3[Cl:27])(=[O:36])=[O:37])[CH3:15])=[CH:10][CH:9]=2)[CH:7]=1. The yield is 0.400.